Task: Predict the reactants needed to synthesize the given product.. Dataset: Full USPTO retrosynthesis dataset with 1.9M reactions from patents (1976-2016) Given the product [CH3:34][N:15]1[C:16]([C:19]2[CH:24]=[CH:23][CH:22]=[CH:21][CH:20]=2)([C:25]2[CH:30]=[CH:29][CH:28]=[CH:27][CH:26]=2)[C:17](=[O:18])[N:13]([C:11]([C:1]2[C:10]3[C:5](=[CH:6][CH:7]=[CH:8][CH:9]=3)[CH:4]=[CH:3][CH:2]=2)=[O:12])[C:14]1=[O:31], predict the reactants needed to synthesize it. The reactants are: [C:1]1([C:11]([N:13]2[C:17](=[O:18])[C:16]([C:25]3[CH:30]=[CH:29][CH:28]=[CH:27][CH:26]=3)([C:19]3[CH:24]=[CH:23][CH:22]=[CH:21][CH:20]=3)[NH:15][C:14]2=[O:31])=[O:12])[C:10]2[C:5](=[CH:6][CH:7]=[CH:8][CH:9]=2)[CH:4]=[CH:3][CH:2]=1.[H-].[Na+].[CH3:34]I.O.